Dataset: CYP3A4 inhibition data for predicting drug metabolism from PubChem BioAssay. Task: Regression/Classification. Given a drug SMILES string, predict its absorption, distribution, metabolism, or excretion properties. Task type varies by dataset: regression for continuous measurements (e.g., permeability, clearance, half-life) or binary classification for categorical outcomes (e.g., BBB penetration, CYP inhibition). Dataset: cyp3a4_veith. The compound is O=C(O)CC[N+](=O)[O-]. The result is 0 (non-inhibitor).